From a dataset of NCI-60 drug combinations with 297,098 pairs across 59 cell lines. Regression. Given two drug SMILES strings and cell line genomic features, predict the synergy score measuring deviation from expected non-interaction effect. (1) Drug 1: CN(C)C1=NC(=NC(=N1)N(C)C)N(C)C. Drug 2: CC1=C(C=C(C=C1)C(=O)NC2=CC(=CC(=C2)C(F)(F)F)N3C=C(N=C3)C)NC4=NC=CC(=N4)C5=CN=CC=C5. Cell line: SNB-19. Synergy scores: CSS=-5.69, Synergy_ZIP=2.00, Synergy_Bliss=-1.25, Synergy_Loewe=-4.74, Synergy_HSA=-4.66. (2) Drug 1: CN1C(=O)N2C=NC(=C2N=N1)C(=O)N. Drug 2: CC12CCC3C(C1CCC2O)C(CC4=C3C=CC(=C4)O)CCCCCCCCCS(=O)CCCC(C(F)(F)F)(F)F. Cell line: U251. Synergy scores: CSS=-6.75, Synergy_ZIP=3.80, Synergy_Bliss=3.18, Synergy_Loewe=-5.81, Synergy_HSA=-4.80. (3) Drug 1: C1CC(CCC1OC2=C(C(=CC=C2)Cl)F)(CC3=NC(=CC=C3)NC4=NC=CS4)C(=O)O. Drug 2: B(C(CC(C)C)NC(=O)C(CC1=CC=CC=C1)NC(=O)C2=NC=CN=C2)(O)O. Cell line: SW-620. Synergy scores: CSS=52.5, Synergy_ZIP=0.197, Synergy_Bliss=0.907, Synergy_Loewe=-3.30, Synergy_HSA=1.48. (4) Drug 1: C1CC(=O)NC(=O)C1N2C(=O)C3=CC=CC=C3C2=O. Drug 2: CC(C)NC(=O)C1=CC=C(C=C1)CNNC.Cl. Cell line: NCI-H226. Synergy scores: CSS=5.41, Synergy_ZIP=-1.50, Synergy_Bliss=1.77, Synergy_Loewe=1.10, Synergy_HSA=1.53.